This data is from Full USPTO retrosynthesis dataset with 1.9M reactions from patents (1976-2016). The task is: Predict the reactants needed to synthesize the given product. (1) Given the product [Br:1][C:33]1[S:32][C:28]2[C:29]3[CH:30]=[N:31][C:21]([N:13]([C:9]([CH3:10])([CH3:11])[CH3:12])[C:14](=[O:20])[O:15][C:16]([CH3:19])([CH3:18])[CH3:17])=[CH:22][C:23]=3[O:24][CH2:25][CH2:26][C:27]=2[CH:34]=1, predict the reactants needed to synthesize it. The reactants are: [Br:1]N1C(=O)CCC1=O.[C:9]([N:13]([C:21]1[N:31]=[CH:30][C:29]2[C:28]3[S:32][CH:33]=[CH:34][C:27]=3[CH2:26][CH2:25][O:24][C:23]=2[CH:22]=1)[C:14](=[O:20])[O:15][C:16]([CH3:19])([CH3:18])[CH3:17])([CH3:12])([CH3:11])[CH3:10]. (2) Given the product [CH2:32]([N:13]1[CH2:14][CH2:15][N:10]([C:7]2[CH:6]=[CH:5][C:4]([N+:1]([O-:3])=[O:2])=[CH:9][N:8]=2)[CH2:11][C:12]1=[O:16])[C:33]1[CH:38]=[CH:37][CH:36]=[CH:35][CH:34]=1, predict the reactants needed to synthesize it. The reactants are: [N+:1]([C:4]1[CH:5]=[CH:6][C:7]([N:10]2[CH2:15][CH2:14][NH:13][C:12](=[O:16])[CH2:11]2)=[N:8][CH:9]=1)([O-:3])=[O:2].C[Si]([N-][Si](C)(C)C)(C)C.[Na+].C1COCC1.[CH2:32](Br)[C:33]1[CH:38]=[CH:37][CH:36]=[CH:35][CH:34]=1. (3) Given the product [CH:1]1([CH2:4][N:5]2[C:13]3[CH2:12][CH2:11][N:10]([C:14](=[O:16])[CH3:15])[CH2:9][C:8]=3[C:7]([NH:17][C:18]3[CH:23]=[CH:22][CH:21]=[C:20]([C:24]4[NH:28][N:27]=[CH:26][CH:25]=4)[CH:19]=3)=[N:6]2)[CH2:3][CH2:2]1, predict the reactants needed to synthesize it. The reactants are: [CH:1]1([CH2:4][N:5]2[C:13]3[CH2:12][CH2:11][N:10]([C:14](=[O:16])[CH3:15])[CH2:9][C:8]=3[C:7]([NH:17][C:18]3[CH:23]=[CH:22][CH:21]=[C:20]([C:24]4[N:28](C5CCCCO5)[N:27]=[CH:26][CH:25]=4)[CH:19]=3)=[N:6]2)[CH2:3][CH2:2]1.Cl.